Predict the reactants needed to synthesize the given product. From a dataset of Full USPTO retrosynthesis dataset with 1.9M reactions from patents (1976-2016). (1) The reactants are: C[O:2][C:3]1[CH:12]=[CH:11][C:10]2[C:5](=[CH:6][CH:7]=[C:8]([C:13]3[CH:18]=[CH:17][CH:16]=[CH:15][CH:14]=3)[CH:9]=2)[CH:4]=1.Cl.[NH+]1C=CC=CC=1. Given the product [C:13]1([C:8]2[CH:9]=[C:10]3[C:5](=[CH:6][CH:7]=2)[CH:4]=[C:3]([OH:2])[CH:12]=[CH:11]3)[CH:14]=[CH:15][CH:16]=[CH:17][CH:18]=1, predict the reactants needed to synthesize it. (2) The reactants are: [C:9](O[C:9]([O:11][C:12]([CH3:15])([CH3:14])[CH3:13])=[O:10])([O:11][C:12]([CH3:15])([CH3:14])[CH3:13])=[O:10].[Cl:16][C:17]1[CH:18]=[CH:19][C:20]2[CH2:21][NH:22][CH2:23][C@@H:24]([C:28]3[CH:33]=[CH:32][CH:31]=[CH:30][CH:29]=3)[O:25][C:26]=2[N:27]=1. Given the product [Cl:16][C:17]1[CH:18]=[CH:19][C:20]2[CH2:21][N:22]([C:9]([O:11][C:12]([CH3:13])([CH3:14])[CH3:15])=[O:10])[CH2:23][C@@H:24]([C:28]3[CH:33]=[CH:32][CH:31]=[CH:30][CH:29]=3)[O:25][C:26]=2[N:27]=1, predict the reactants needed to synthesize it.